From a dataset of Full USPTO retrosynthesis dataset with 1.9M reactions from patents (1976-2016). Predict the reactants needed to synthesize the given product. (1) Given the product [OH:8][CH2:9][C:10]1[C:15]([CH2:16][CH2:17][N:18]2[CH2:23][CH2:22][CH:21]([N:24]3[C:32]4[C:27](=[CH:28][CH:29]=[C:30]([C:33]([NH2:35])=[O:34])[CH:31]=4)[CH:26]=[CH:25]3)[CH2:20][CH2:19]2)=[C:14]([O:36][CH3:37])[CH:13]=[CH:12][CH:11]=1, predict the reactants needed to synthesize it. The reactants are: [Si]([O:8][CH2:9][C:10]1[C:15]([CH2:16][CH2:17][N:18]2[CH2:23][CH2:22][CH:21]([N:24]3[C:32]4[C:27](=[CH:28][CH:29]=[C:30]([C:33]([NH2:35])=[O:34])[CH:31]=4)[CH:26]=[CH:25]3)[CH2:20][CH2:19]2)=[C:14]([O:36][CH3:37])[CH:13]=[CH:12][CH:11]=1)(C(C)(C)C)(C)C.O.C1(C)C=CC(S(O)(=O)=O)=CC=1.C(OCC)(=O)C.C(=O)([O-])[O-].[Na+].[Na+]. (2) Given the product [CH2:14]([O:16][C@@H:17]([CH2:23][C:24]1[CH:25]=[CH:26][C:27]([O:30][CH2:48]/[CH:47]=[C:46](/[C:43]2[CH:42]=[CH:41][C:40]([C:38]3[CH:39]=[C:34]([CH:31]([CH3:32])[CH3:33])[CH:35]=[CH:36][C:37]=3[O:51][CH3:52])=[CH:45][CH:44]=2)\[CH3:50])=[CH:28][CH:29]=1)[C:18]([O:20][CH2:21][CH3:22])=[O:19])[CH3:15], predict the reactants needed to synthesize it. The reactants are: C(P(CCCC)CCCC)CCC.[CH2:14]([O:16][C@@H:17]([CH2:23][C:24]1[CH:29]=[CH:28][C:27]([OH:30])=[CH:26][CH:25]=1)[C:18]([O:20][CH2:21][CH3:22])=[O:19])[CH3:15].[CH:31]([C:34]1[CH:35]=[CH:36][C:37]([O:51][CH3:52])=[C:38]([C:40]2[CH:45]=[CH:44][C:43]([C:46]([CH3:50])=[CH:47][CH2:48]O)=[CH:42][CH:41]=2)[CH:39]=1)([CH3:33])[CH3:32]. (3) Given the product [CH2:35]([O:1][C:2]1[CH:3]=[C:4]([C:10]2[C:14]([CH3:15])([CH3:16])[C:13](=[O:17])[N:12]([CH:18]3[CH2:23][CH2:22][N:21]([C:24](=[O:33])[CH2:25][N:26]4[C:27](=[O:32])[CH2:28][CH2:29][C:30]4=[O:31])[CH2:20][CH2:19]3)[N:11]=2)[CH:5]=[CH:6][C:7]=1[O:8][CH3:9])[CH3:36], predict the reactants needed to synthesize it. The reactants are: [OH:1][C:2]1[CH:3]=[C:4]([C:10]2[C:14]([CH3:16])([CH3:15])[C:13](=[O:17])[N:12]([CH:18]3[CH2:23][CH2:22][N:21]([C:24](=[O:33])[CH2:25][N:26]4[C:30](=[O:31])[CH2:29][CH2:28][C:27]4=[O:32])[CH2:20][CH2:19]3)[N:11]=2)[CH:5]=[CH:6][C:7]=1[O:8][CH3:9].I[CH2:35][CH3:36]. (4) The reactants are: [CH3:1][C:2]1[O:6][N:5]=[C:4]([NH:7][S:8]([C:11]2[CH:16]=[CH:15][C:14]([N+:17]([O-:19])=[O:18])=[CH:13][CH:12]=2)(=[O:10])=[O:9])[CH:3]=1.[O:20]([C:27]1[CH:43]=[CH:42][C:30]([O:31][C:32]2[S:33][C:34]([C:37]#[C:38][CH:39](O)[CH3:40])=[CH:35][N:36]=2)=[CH:29][CH:28]=1)[C:21]1[CH:26]=[CH:25][CH:24]=[CH:23][CH:22]=1.CCOC(/N=N/C(OCC)=O)=O. Given the product [CH3:1][C:2]1[O:6][N:5]=[C:4]([N:7]([CH:39]([CH3:40])[C:38]#[C:37][C:34]2[S:33][C:32]([O:31][C:30]3[CH:42]=[CH:43][C:27]([O:20][C:21]4[CH:26]=[CH:25][CH:24]=[CH:23][CH:22]=4)=[CH:28][CH:29]=3)=[N:36][CH:35]=2)[S:8]([C:11]2[CH:12]=[CH:13][C:14]([N+:17]([O-:19])=[O:18])=[CH:15][CH:16]=2)(=[O:10])=[O:9])[CH:3]=1, predict the reactants needed to synthesize it. (5) Given the product [C:1]1([C:7]2[N:8]=[C:9]3[CH2:23][CH2:22][CH2:21][N:20]([CH2:24][CH2:25][CH2:26][CH2:27][CH2:28][CH2:29][C:30]([OH:32])=[O:31])[C:10]3=[N:11][C:12]=2[C:13]2[CH:18]=[CH:17][C:16]([CH3:19])=[CH:15][CH:14]=2)[CH:2]=[CH:3][CH:4]=[CH:5][CH:6]=1, predict the reactants needed to synthesize it. The reactants are: [C:1]1([C:7]2[N:8]=[C:9]3[CH2:23][CH2:22][CH2:21][N:20]([CH2:24][CH2:25][CH2:26][CH2:27][CH2:28][CH2:29][C:30]([O:32]CC)=[O:31])[C:10]3=[N:11][C:12]=2[C:13]2[CH:18]=[CH:17][C:16]([CH3:19])=[CH:15][CH:14]=2)[CH:6]=[CH:5][CH:4]=[CH:3][CH:2]=1.[Li+].[OH-]. (6) Given the product [NH2:1][C:4]1[CH:35]=[C:34]([C:36]2[C:37]([I:44])=[CH:38][C:39]([I:43])=[CH:40][C:41]=2[I:42])[CH:33]=[CH:32][C:5]=1[C:6]([C:8]1([O:26][C@H:25]([CH2:27][OH:28])[C@@H:20]([OH:21])[C@H:15]([OH:16])[C@H:13]1[NH2:14])[OH:9])=[O:7], predict the reactants needed to synthesize it. The reactants are: [N+:1]([C:4]1[CH:35]=[C:34]([C:36]2[C:41]([I:42])=[CH:40][C:39]([I:43])=[CH:38][C:37]=2[I:44])[CH:33]=[CH:32][C:5]=1[C:6]([C:8]1([O:26][C@H:25]([CH2:27][O:28]C(=O)C)[C@@H:20]([O:21]C(=O)C)[C@H:15]([O:16]C(=O)C)[C@H:13]1[NH2:14])[O:9]C(=O)C)=[O:7])([O-])=O.Cl. (7) The reactants are: [Br:1][C:2]1[CH:7]=[CH:6][C:5]([CH:8]([NH:12][C:13]([O:15][C:16]([CH3:19])([CH3:18])[CH3:17])=[O:14])[C:9]([OH:11])=[O:10])=[CH:4][CH:3]=1.C(=O)([O-])O.[K+].[CH2:25](Br)[C:26]1[CH:31]=[CH:30][CH:29]=[CH:28][CH:27]=1.O. Given the product [CH2:25]([O:10][C:9](=[O:11])[CH:8]([C:5]1[CH:4]=[CH:3][C:2]([Br:1])=[CH:7][CH:6]=1)[NH:12][C:13]([O:15][C:16]([CH3:19])([CH3:18])[CH3:17])=[O:14])[C:26]1[CH:31]=[CH:30][CH:29]=[CH:28][CH:27]=1, predict the reactants needed to synthesize it.